From a dataset of Reaction yield outcomes from USPTO patents with 853,638 reactions. Predict the reaction yield, written as a fraction of the theoretical maximum amount of product (1.0 means a 100% yield; for example, 0.34 means a 34% yield). (1) The reactants are C(N(CC)CC)C.Cl.[C:9]([NH:13][NH2:14])([CH3:12])([CH3:11])[CH3:10].[CH3:15][O:16][C:17](=[O:28])[C:18]([C:23]([CH:25]1[CH2:27][CH2:26]1)=O)=[CH:19]N(C)C. The catalyst is C(O)C. The product is [CH3:15][O:16][C:17]([C:18]1[CH:19]=[N:14][N:13]([C:9]([CH3:12])([CH3:11])[CH3:10])[C:23]=1[CH:25]1[CH2:27][CH2:26]1)=[O:28]. The yield is 0.360. (2) The reactants are Br[C:2]1[S:3][C:4]([C:8]2[N:12]=[CH:11][N:10]([CH2:13][O:14][CH2:15][CH2:16][Si:17]([CH3:20])([CH3:19])[CH3:18])[N:9]=2)=[C:5]([Br:7])[N:6]=1.[Cl-].[Li+].O1CCOCC1.[CH2:29]([Sn](CCCC)(CCCC)C#CC)[CH2:30][CH2:31]C. The catalyst is C(Cl)Cl.[Cu]I.C1C=CC([P]([Pd]([P](C2C=CC=CC=2)(C2C=CC=CC=2)C2C=CC=CC=2)([P](C2C=CC=CC=2)(C2C=CC=CC=2)C2C=CC=CC=2)[P](C2C=CC=CC=2)(C2C=CC=CC=2)C2C=CC=CC=2)(C2C=CC=CC=2)C2C=CC=CC=2)=CC=1. The product is [Br:7][C:5]1[N:6]=[C:2]([C:29]#[C:30][CH3:31])[S:3][C:4]=1[C:8]1[N:12]=[CH:11][N:10]([CH2:13][O:14][CH2:15][CH2:16][Si:17]([CH3:20])([CH3:19])[CH3:18])[N:9]=1. The yield is 0.760. (3) The reactants are [C:1]([Si:5]([O:8][CH:9]([CH2:14][CH2:15][C:16]1[CH:21]=[CH:20][C:19]([C:22]([CH2:41][CH3:42])([C:25]2[CH:30]=[CH:29][C:28](B3OC(C)(C)C(C)(C)O3)=[C:27]([CH3:40])[CH:26]=2)[CH2:23][CH3:24])=[CH:18][C:17]=1[CH3:43])[C:10]([CH3:13])([CH3:12])[CH3:11])([CH3:7])[CH3:6])([CH3:4])([CH3:3])[CH3:2].[CH3:44][O:45][C:46](=[O:56])[CH:47]([C:49]1[CH:54]=[CH:53][C:52](Br)=[CH:51][CH:50]=1)[OH:48].P([O-])([O-])([O-])=O.[K+].[K+].[K+]. The catalyst is C1C=CC([P]([Pd]([P](C2C=CC=CC=2)(C2C=CC=CC=2)C2C=CC=CC=2)([P](C2C=CC=CC=2)(C2C=CC=CC=2)C2C=CC=CC=2)[P](C2C=CC=CC=2)(C2C=CC=CC=2)C2C=CC=CC=2)(C2C=CC=CC=2)C2C=CC=CC=2)=CC=1.O. The product is [CH3:44][O:45][C:46](=[O:56])[CH:47]([C:49]1[CH:54]=[CH:53][C:52]([C:28]2[CH:29]=[CH:30][C:25]([C:22]([C:19]3[CH:20]=[CH:21][C:16]([CH2:15][CH2:14][CH:9]([O:8][Si:5]([C:1]([CH3:4])([CH3:3])[CH3:2])([CH3:6])[CH3:7])[C:10]([CH3:13])([CH3:12])[CH3:11])=[C:17]([CH3:43])[CH:18]=3)([CH2:23][CH3:24])[CH2:41][CH3:42])=[CH:26][C:27]=2[CH3:40])=[CH:51][CH:50]=1)[OH:48]. The yield is 0.370. (4) The reactants are [CH3:1][O:2][CH2:3][CH2:4][CH2:5][O:6][C:7]1[CH:27]=[CH:26][C:10]([O:11][C:12]2[CH:17]=[C:16]([CH3:18])[C:15]([C:19]3[N:20]=[C:21]([NH2:24])[S:22][CH:23]=3)=[C:14]([CH3:25])[CH:13]=2)=[CH:9][CH:8]=1.C(N(CC)CC)C.Cl.[C:36](Cl)(=[O:43])[C:37]1[CH:42]=[CH:41][N:40]=[CH:39][CH:38]=1. The catalyst is C(Cl)Cl. The product is [CH3:1][O:2][CH2:3][CH2:4][CH2:5][O:6][C:7]1[CH:27]=[CH:26][C:10]([O:11][C:12]2[CH:17]=[C:16]([CH3:18])[C:15]([C:19]3[N:20]=[C:21]([NH:24][C:36](=[O:43])[C:37]4[CH:42]=[CH:41][N:40]=[CH:39][CH:38]=4)[S:22][CH:23]=3)=[C:14]([CH3:25])[CH:13]=2)=[CH:9][CH:8]=1. The yield is 0.270.